From a dataset of Full USPTO retrosynthesis dataset with 1.9M reactions from patents (1976-2016). Predict the reactants needed to synthesize the given product. (1) The reactants are: [NH2:1][CH2:2][CH2:3][CH2:4][N:5]([CH2:16][C:17]1[CH:22]=[CH:21][C:20]([Br:23])=[CH:19][C:18]=1[F:24])[C:6](=[O:15])[O:7][CH2:8][C:9]1[CH:14]=[CH:13][CH:12]=[CH:11][CH:10]=1.O=[C:26]1[CH2:31][CH2:30][N:29]([C:32]([O:34][C:35]([CH3:38])([CH3:37])[CH3:36])=[O:33])[CH2:28][CH2:27]1.C(O)(=O)C.[BH-](OC(C)=O)(OC(C)=O)OC(C)=O.[Na+].C([O-])(O)=O.[Na+]. Given the product [CH2:8]([O:7][C:6]([N:5]([CH2:16][C:17]1[CH:22]=[CH:21][C:20]([Br:23])=[CH:19][C:18]=1[F:24])[CH2:4][CH2:3][CH2:2][NH:1][CH:26]1[CH2:31][CH2:30][N:29]([C:32]([O:34][C:35]([CH3:38])([CH3:37])[CH3:36])=[O:33])[CH2:28][CH2:27]1)=[O:15])[C:9]1[CH:10]=[CH:11][CH:12]=[CH:13][CH:14]=1, predict the reactants needed to synthesize it. (2) Given the product [CH2:12]([S:19][C:8]1([CH2:23][N+:20]([O-:22])=[O:21])[CH2:9][CH2:10][C:5]2([O:4][CH2:3][CH2:2][O:1]2)[CH2:6][CH2:7]1)[C:13]1[CH:18]=[CH:17][CH:16]=[CH:15][CH:14]=1, predict the reactants needed to synthesize it. The reactants are: [O:1]1[C:5]2([CH2:10][CH2:9][C:8](=O)[CH2:7][CH2:6]2)[O:4][CH2:3][CH2:2]1.[CH2:12]([SH:19])[C:13]1[CH:18]=[CH:17][CH:16]=[CH:15][CH:14]=1.[N+:20]([CH3:23])([O-:22])=[O:21].C(N)CN. (3) Given the product [CH3:8][C:5]1[CH:6]=[CH:7][C:2]2[N:3]([CH:10]=[C:11]([C:12]([O:14][CH2:15][CH3:16])=[O:13])[N:1]=2)[CH:4]=1, predict the reactants needed to synthesize it. The reactants are: [NH2:1][C:2]1[CH:7]=[CH:6][C:5]([CH3:8])=[CH:4][N:3]=1.Br[CH2:10][C:11](=O)[C:12]([O:14][CH2:15][CH3:16])=[O:13]. (4) The reactants are: [O:1]=[C:2]1[NH:7][CH:6]([C:8]2[CH:15]=[CH:14][C:11]([C:12]#[N:13])=[CH:10][C:9]=2[S:16]([CH3:19])(=[O:18])=[O:17])[C:5]2[C:20](=[O:23])[CH2:21][CH2:22][C:4]=2[N:3]1[C:24]1[CH:29]=[CH:28][CH:27]=[C:26]([C:30]([F:33])([F:32])[F:31])[CH:25]=1.C(=O)([O-])[O-].[Cs+].[Cs+].Br[CH2:41][CH:42]1[CH2:45][O:44][CH2:43]1.FC(F)(F)C(O)=O. Given the product [CH3:19][S:16]([C:9]1[CH:10]=[C:11]([CH:14]=[CH:15][C:8]=1[CH:6]1[C:5]2[C:20](=[O:23])[CH2:21][CH2:22][C:4]=2[N:3]([C:24]2[CH:29]=[CH:28][CH:27]=[C:26]([C:30]([F:32])([F:33])[F:31])[CH:25]=2)[C:2](=[O:1])[N:7]1[CH2:41][CH:42]1[CH2:45][O:44][CH2:43]1)[C:12]#[N:13])(=[O:18])=[O:17], predict the reactants needed to synthesize it.